Dataset: Peptide-MHC class I binding affinity with 185,985 pairs from IEDB/IMGT. Task: Regression. Given a peptide amino acid sequence and an MHC pseudo amino acid sequence, predict their binding affinity value. This is MHC class I binding data. (1) The peptide sequence is VIRHVDGKIL. The MHC is HLA-A02:02 with pseudo-sequence HLA-A02:02. The binding affinity (normalized) is 0. (2) The peptide sequence is TPIAYRNVL. The MHC is HLA-A30:02 with pseudo-sequence HLA-A30:02. The binding affinity (normalized) is 0. (3) The binding affinity (normalized) is 0.624. The MHC is HLA-A01:01 with pseudo-sequence HLA-A01:01. The peptide sequence is GSDGGLDDY. (4) The peptide sequence is LFSKNILKYY. The MHC is HLA-A31:01 with pseudo-sequence HLA-A31:01. The binding affinity (normalized) is 0. (5) The peptide sequence is YTGDFDSVI. The MHC is Mamu-B8301 with pseudo-sequence Mamu-B8301. The binding affinity (normalized) is 0. (6) The peptide sequence is AQHSTTLFK. The MHC is HLA-A03:01 with pseudo-sequence HLA-A03:01. The binding affinity (normalized) is 0.0473. (7) The MHC is HLA-A02:03 with pseudo-sequence HLA-A02:03. The peptide sequence is STLNFNNLY. The binding affinity (normalized) is 0. (8) The peptide sequence is LPYPDPSRI. The MHC is HLA-A11:01 with pseudo-sequence HLA-A11:01. The binding affinity (normalized) is 0.286. (9) The peptide sequence is MEVTARWLW. The MHC is HLA-B44:03 with pseudo-sequence HLA-B44:03. The binding affinity (normalized) is 0.778.